Dataset: Peptide-MHC class I binding affinity with 185,985 pairs from IEDB/IMGT. Task: Regression. Given a peptide amino acid sequence and an MHC pseudo amino acid sequence, predict their binding affinity value. This is MHC class I binding data. (1) The peptide sequence is GTTSLFLHL. The binding affinity (normalized) is 0.851. The MHC is HLA-A02:06 with pseudo-sequence HLA-A02:06. (2) The peptide sequence is IILFILFFA. The MHC is HLA-A02:02 with pseudo-sequence HLA-A02:02. The binding affinity (normalized) is 0.437.